From a dataset of Peptide-MHC class II binding affinity with 134,281 pairs from IEDB. Regression. Given a peptide amino acid sequence and an MHC pseudo amino acid sequence, predict their binding affinity value. This is MHC class II binding data. (1) The peptide sequence is LLCVLAALVCYIVMP. The MHC is DRB1_0101 with pseudo-sequence DRB1_0101. The binding affinity (normalized) is 0.0543. (2) The peptide sequence is PGMAKIPAGELQIID. The MHC is DRB1_0901 with pseudo-sequence DRB1_0901. The binding affinity (normalized) is 0.336. (3) The peptide sequence is SQDLELSWNLNGLQAW. The MHC is HLA-DQA10101-DQB10501 with pseudo-sequence HLA-DQA10101-DQB10501. The binding affinity (normalized) is 0.832.